Dataset: Full USPTO retrosynthesis dataset with 1.9M reactions from patents (1976-2016). Task: Predict the reactants needed to synthesize the given product. (1) Given the product [Cl:1][C:2]1[CH:7]=[C:6]([CH2:8][N:9]2[C:14]([O:15][C:16]3[CH:17]=[C:18]([CH:19]=[C:20]([CH3:22])[CH:21]=3)[CH:23]=[O:24])=[C:13]([CH:28]([CH3:29])[CH3:30])[C:12](=[O:31])[NH:11][C:10]2=[O:32])[CH:5]=[C:4]([NH:33][CH2:34][C:35]2[CH:36]=[CH:37][C:38]([O:41][CH3:42])=[CH:39][CH:40]=2)[N:3]=1, predict the reactants needed to synthesize it. The reactants are: [Cl:1][C:2]1[CH:7]=[C:6]([CH2:8][N:9]2[C:14]([O:15][C:16]3[CH:21]=[C:20]([CH3:22])[CH:19]=[C:18]([CH:23]4OCC[O:24]4)[CH:17]=3)=[C:13]([CH:28]([CH3:30])[CH3:29])[C:12](=[O:31])[NH:11][C:10]2=[O:32])[CH:5]=[C:4]([NH:33][CH2:34][C:35]2[CH:40]=[CH:39][C:38]([O:41][CH3:42])=[CH:37][CH:36]=2)[N:3]=1.CC1C=CC(S([O-])(=O)=O)=CC=1.C1C=C[NH+]=CC=1. (2) Given the product [Br:1][C:2]1[N:7]=[C:6]([NH:8][CH2:17][CH:15]2[CH2:14][CH2:13][O:12][C:11]([CH3:19])([CH3:10])[CH2:16]2)[CH:5]=[CH:4][C:3]=1[Cl:9], predict the reactants needed to synthesize it. The reactants are: [Br:1][C:2]1[N:7]=[C:6]([NH2:8])[CH:5]=[CH:4][C:3]=1[Cl:9].[CH3:10][C:11]1([CH3:19])[CH2:16][CH:15]([CH:17]=O)[CH2:14][CH2:13][O:12]1.C(O)(=O)C.[BH-](OC(C)=O)(OC(C)=O)OC(C)=O.[Na+].